This data is from Reaction yield outcomes from USPTO patents with 853,638 reactions. The task is: Predict the reaction yield, written as a fraction of the theoretical maximum amount of product (1.0 means a 100% yield; for example, 0.34 means a 34% yield). (1) The reactants are [O:1]=[C:2]1[C:10](=O)[C:9]2[C:4](=[CH:5][CH:6]=[CH:7][CH:8]=2)[N:3]1[CH2:12][C:13]1[O:17][C:16]([C:18]([O:20][CH2:21][CH3:22])=[O:19])=[CH:15][CH:14]=1.[F:23][C:24]([F:33])([F:32])[C:25]1[CH:26]=[C:27]([CH:29]=[CH:30][CH:31]=1)[NH2:28]. The catalyst is C(Cl)(Cl)Cl. The product is [O:1]=[C:2]1[N:3]([CH2:12][C:13]2[O:17][C:16]([C:18]([O:20][CH2:21][CH3:22])=[O:19])=[CH:15][CH:14]=2)[C:4]2[C:9](/[C:10]/1=[N:28]/[C:27]1[CH:29]=[CH:30][CH:31]=[C:25]([C:24]([F:23])([F:32])[F:33])[CH:26]=1)=[CH:8][CH:7]=[CH:6][CH:5]=2. The yield is 0.230. (2) The reactants are I[C:2]1[CH:7]=[CH:6][C:5]([NH:8][C:9](=[O:15])[O:10][C:11](C)(C)C)=[CH:4][C:3]=1[N+:16]([O-])=O.IC1C=C[C:23]([NH2:24])=CC=1[N+]([O-])=O.C(OC(OC(C)(C)C)=O)(OC(C)(C)C)=O. The catalyst is C1COCC1. The product is [NH2:16][C:3]1[CH:2]=[CH:7][C:6]([C:23]#[N:24])=[C:5]([NH:8][C:9](=[O:15])[O:10][CH3:11])[CH:4]=1. The yield is 1.00. (3) The product is [CH:1]([N:4]1[C:9](=[O:10])[C:8]([C:11]([OH:13])=[O:12])=[CH:7][C:6]2[CH:16]=[CH:17][S:18][C:5]1=2)([CH3:3])[CH3:2]. The catalyst is CO. The yield is 0.820. The reactants are [CH:1]([N:4]1[C:9](=[O:10])[C:8]([C:11]([O:13]CC)=[O:12])=[CH:7][C:6]2[CH:16]=[CH:17][S:18][C:5]1=2)([CH3:3])[CH3:2].[OH-].[Na+]. (4) The reactants are C(O)(C(F)(F)F)=O.[Cl:8][C:9]1[N:10]([C:45]2[CH:50]=[CH:49][CH:48]=[CH:47][C:46]=2[C:51]#[N:52])[C:11]2[C:16]([C:17]=1[CH2:18][N:19]1[C:25](=[O:26])[C@@H:24]([NH:27][C:28](=[O:40])[C@@H:29]([N:31](C)[C:32](=O)OC(C)(C)C)[CH3:30])[CH2:23][O:22][C:21]3[CH:41]=[CH:42][CH:43]=[CH:44][C:20]1=3)=[CH:15][CH:14]=[CH:13][CH:12]=2. The catalyst is C(Cl)Cl. The product is [Cl:8][C:9]1[N:10]([C:45]2[CH:50]=[CH:49][CH:48]=[CH:47][C:46]=2[C:51]#[N:52])[C:11]2[C:16]([C:17]=1[CH2:18][N:19]1[C:25](=[O:26])[C@@H:24]([NH:27][C:28](=[O:40])[C@@H:29]([NH:31][CH3:32])[CH3:30])[CH2:23][O:22][C:21]3[CH:41]=[CH:42][CH:43]=[CH:44][C:20]1=3)=[CH:15][CH:14]=[CH:13][CH:12]=2. The yield is 0.430. (5) The reactants are [Cl:1][C:2]1[CH:7]=[C:6]([OH:8])[CH:5]=[CH:4][N:3]=1.C([O-])([O-])=O.[K+].[K+].[F:15][C:16]1[CH:21]=[C:20]([N+:22]([O-:24])=[O:23])[C:19]([F:25])=[CH:18][C:17]=1F.CC(OC)(C)C. The catalyst is CN(C=O)C. The product is [Cl:1][C:2]1[CH:7]=[C:6]([O:8][C:17]2[CH:18]=[C:19]([F:25])[C:20]([N+:22]([O-:24])=[O:23])=[CH:21][C:16]=2[F:15])[CH:5]=[CH:4][N:3]=1. The yield is 0.745. (6) The reactants are [CH3:1][O:2][C:3]1[C:8]([O:9][CH3:10])=[CH:7][CH:6]=[CH:5][C:4]=1[OH:11].F[C:13]1[CH:18]=[CH:17][C:16]([F:19])=[C:15](F)[C:14]=1[N+:21]([O-:23])=[O:22].[CH3:24][O:25]C1C=CC=CC=1OC1C=C([F:36])C(F)=CC=1N.[CH3:42][O:43][C:44]1[C:59]([O:60][CH3:61])=[CH:58][CH:57]=[CH:56][C:45]=1[O:46][C:47]1[CH:53]=[C:52]([F:54])[C:51]([F:55])=[CH:50][C:48]=1[NH2:49].[NH2:62][C:63]1[S:64][CH:65]=[CH:66][N:67]=1. No catalyst specified. The product is [F:36][C:17]1[C:16]([F:19])=[CH:15][C:14]([N+:21]([O-:23])=[O:22])=[C:13]([O:11][C:4]2[CH:5]=[CH:6][CH:7]=[C:8]([O:9][CH3:10])[C:3]=2[O:2][CH3:1])[CH:18]=1.[F:54][C:52]1[C:51]([F:55])=[CH:50][C:48]([NH:49][C:24]([NH:62][C:63]2[S:64][CH:65]=[CH:66][N:67]=2)=[O:25])=[C:47]([O:46][C:45]2[CH:56]=[CH:57][CH:58]=[C:59]([O:60][CH3:61])[C:44]=2[O:43][CH3:42])[CH:53]=1. The yield is 0.903. (7) The reactants are [Cl:1][C:2]1[CH:14]=[C:13]2[C:5]([C:6]3[C:7](=[O:22])[C:8]4[CH:20]=[CH:19][C:18]([OH:21])=[CH:17][C:9]=4[C:10]([CH3:16])([CH3:15])[C:11]=3[NH:12]2)=[CH:4][CH:3]=1.Cl[CH2:24][CH2:25][N:26]([CH2:29][CH3:30])[CH2:27][CH3:28].C(=O)([O-])[O-].[Cs+].[Cs+].O. The catalyst is CN(C=O)C. The product is [Cl:1][C:2]1[CH:14]=[C:13]2[C:5]([C:6]3[C:7](=[O:22])[C:8]4[CH:20]=[CH:19][C:18]([O:21][CH2:24][CH2:25][N:26]([CH2:29][CH3:30])[CH2:27][CH3:28])=[CH:17][C:9]=4[C:10]([CH3:16])([CH3:15])[C:11]=3[NH:12]2)=[CH:4][CH:3]=1. The yield is 0.760.